This data is from Peptide-MHC class II binding affinity with 134,281 pairs from IEDB. The task is: Regression. Given a peptide amino acid sequence and an MHC pseudo amino acid sequence, predict their binding affinity value. This is MHC class II binding data. (1) The peptide sequence is PKISFEPIPIHYCAPAGFAI. The MHC is DRB1_0901 with pseudo-sequence DRB1_0901. The binding affinity (normalized) is 0.485. (2) The peptide sequence is SQQPYLQLQPFPQPQLPYSQ. The MHC is DRB4_0101 with pseudo-sequence DRB4_0103. The binding affinity (normalized) is 0.614. (3) The peptide sequence is FKSRFFVMGEETPLL. The MHC is DRB1_0101 with pseudo-sequence DRB1_0101. The binding affinity (normalized) is 0.780.